Dataset: Catalyst prediction with 721,799 reactions and 888 catalyst types from USPTO. Task: Predict which catalyst facilitates the given reaction. (1) Reactant: [CH3:1][N:2]1[C:11]2[C:6](=[CH:7][CH:8]=[CH:9][CH:10]=2)[C:5](=[O:12])[NH:4][C:3]1=[O:13].C([O-])([O-])=O.[K+].[K+].Br[CH2:21][CH2:22][OH:23]. Product: [OH:23][CH2:22][CH2:21][N:4]1[C:5](=[O:12])[C:6]2[C:11](=[CH:10][CH:9]=[CH:8][CH:7]=2)[N:2]([CH3:1])[C:3]1=[O:13]. The catalyst class is: 3. (2) Reactant: C(N(CC)CC)C.[NH2:8][C:9]1[N:17]=[C:16]([CH3:18])[CH:15]=[CH:14][C:10]=1[C:11]([OH:13])=O.[OH-].[F:20][C:21]1[CH:22]=[C:23]([O:27][C:28]2[CH:29]=[C:30]([CH:33]=[CH:34][CH:35]=2)[CH2:31][NH2:32])[CH:24]=[CH:25][CH:26]=1.CN([P+](ON1N=NC2C=CC=CC1=2)(N(C)C)N(C)C)C.F[P-](F)(F)(F)(F)F. Product: [F:20][C:21]1[CH:22]=[C:23]([O:27][C:28]2[CH:29]=[C:30]([CH2:31][NH:32][C:11](=[O:13])[C:10]3[CH:14]=[CH:15][C:16]([CH3:18])=[N:17][C:9]=3[NH2:8])[CH:33]=[CH:34][CH:35]=2)[CH:24]=[CH:25][CH:26]=1. The catalyst class is: 136. (3) Reactant: [Br:1][C:2]1[CH:6]=[N:5][N:4]([CH3:7])[C:3]=1[C:8]1[CH:9]=[C:10]([NH2:16])[CH:11]=[CH:12][C:13]=1[O:14][CH3:15].[F:17][C:18]([F:30])([F:29])[O:19][C:20]1[CH:25]=[CH:24][C:23]([N:26]=[C:27]=[O:28])=[CH:22][CH:21]=1. Product: [Br:1][C:2]1[CH:6]=[N:5][N:4]([CH3:7])[C:3]=1[C:8]1[CH:9]=[C:10]([NH:16][C:27]([NH:26][C:23]2[CH:24]=[CH:25][C:20]([O:19][C:18]([F:17])([F:29])[F:30])=[CH:21][CH:22]=2)=[O:28])[CH:11]=[CH:12][C:13]=1[O:14][CH3:15]. The catalyst class is: 2. (4) Reactant: [NH:1]1[C:5]2[CH:6]=[CH:7][CH:8]=[CH:9][C:4]=2[N:3]=[C:2]1[C:10]1[CH:11]=[C:12]([N:16]2[CH2:21][CH2:20][N:19]([C:22]([CH:24]3[CH2:29][CH2:28][N:27]([CH3:30])[CH2:26][CH2:25]3)=O)[CH2:18][CH2:17]2)[CH:13]=[CH:14][CH:15]=1. Product: [CH3:30][N:27]1[CH2:26][CH2:25][CH:24]([CH2:22][N:19]2[CH2:20][CH2:21][N:16]([C:12]3[CH:11]=[C:10]([C:2]4[NH:1][C:5]5[CH:6]=[CH:7][CH:8]=[CH:9][C:4]=5[N:3]=4)[CH:15]=[CH:14][CH:13]=3)[CH2:17][CH2:18]2)[CH2:29][CH2:28]1. The catalyst class is: 1.